Dataset: Reaction yield outcomes from USPTO patents with 853,638 reactions. Task: Predict the reaction yield, written as a fraction of the theoretical maximum amount of product (1.0 means a 100% yield; for example, 0.34 means a 34% yield). (1) The reactants are Cl[C:2]1[N:7]=[C:6]([C:8]2[N:12]3[CH:13]=[CH:14][CH:15]=[CH:16][C:11]3=[N:10][CH:9]=2)[C:5]([Cl:17])=[CH:4][N:3]=1.[NH2:18][C:19]1[CH:24]=[CH:23][C:22]([N:25]2[CH2:30][CH2:29][N:28](C(=O)C)[CH2:27][CH2:26]2)=[CH:21][C:20]=1[O:34][CH3:35].C1(C)C=CC(S(O)(=O)=O)=CC=1.N. The catalyst is CC(C)CC(O)C.CO. The product is [Cl:17][C:5]1[C:6]([C:8]2[N:12]3[CH:13]=[CH:14][CH:15]=[CH:16][C:11]3=[N:10][CH:9]=2)=[N:7][C:2]([NH:18][C:19]2[CH:24]=[CH:23][C:22]([N:25]3[CH2:26][CH2:27][NH:28][CH2:29][CH2:30]3)=[CH:21][C:20]=2[O:34][CH3:35])=[N:3][CH:4]=1. The yield is 0.450. (2) The reactants are O1CCCC1.C(CC[N:10]1[CH:14]=[C:13]([N+:15]([O-:17])=[O:16])[N:12]=[C:11]1[S:18][C:19]1[CH:24]=[CH:23][C:22]([N+:25]([O-:27])=[O:26])=[CH:21][CH:20]=1)#N.Cl.O. The catalyst is C(OCC)(=O)C. The product is [N+:15]([C:13]1[N:12]=[C:11]([S:18][C:19]2[CH:20]=[CH:21][C:22]([N+:25]([O-:27])=[O:26])=[CH:23][CH:24]=2)[NH:10][CH:14]=1)([O-:17])=[O:16]. The yield is 0.580.